Task: Predict the reactants needed to synthesize the given product.. Dataset: Full USPTO retrosynthesis dataset with 1.9M reactions from patents (1976-2016) (1) Given the product [Cl:1][C:2]1[CH:7]=[C:6]([NH:8][C:9]2[C:18]3[C:13](=[CH:14][CH:15]=[CH:16][C:17]=3[O:28][C@H:26]([C@H:22]3[CH2:23][CH2:24][CH2:25][NH:21]3)[CH3:27])[N:12]=[CH:11][N:10]=2)[CH:5]=[CH:4][C:3]=1[OH:20], predict the reactants needed to synthesize it. The reactants are: [Cl:1][C:2]1[CH:7]=[C:6]([NH:8][C:9]2[C:18]3[C:13](=[CH:14][CH:15]=[CH:16][C:17]=3F)[N:12]=[CH:11][N:10]=2)[CH:5]=[CH:4][C:3]=1[OH:20].[NH:21]1[CH2:25][CH2:24][CH2:23][C@@H:22]1[CH:26]([OH:28])[CH3:27].[H-].[Na+]. (2) Given the product [C:1]([O:5][C:6]([N:8]1[CH2:13][CH2:12][CH:11]([NH:14][C:15]2[CH:16]=[C:17]([CH:22]=[CH:23][N:24]=2)[C:18]([OH:20])=[O:19])[CH2:10][CH2:9]1)=[O:7])([CH3:4])([CH3:2])[CH3:3], predict the reactants needed to synthesize it. The reactants are: [C:1]([O:5][C:6]([N:8]1[CH2:13][CH2:12][CH:11]([NH:14][C:15]2[CH:16]=[C:17]([CH:22]=[CH:23][N:24]=2)[C:18]([O:20]C)=[O:19])[CH2:10][CH2:9]1)=[O:7])([CH3:4])([CH3:3])[CH3:2].[OH-].[Na+].